From a dataset of Forward reaction prediction with 1.9M reactions from USPTO patents (1976-2016). Predict the product of the given reaction. (1) The product is: [N:6]1([CH2:5][C:4]([NH:14][NH2:15])=[O:3])[CH2:12][CH2:11][CH2:10][CH2:9][CH2:8][CH2:7]1. Given the reactants C([O:3][C:4](=O)[CH2:5][N:6]1[CH2:12][CH2:11][CH2:10][CH2:9][CH2:8][CH2:7]1)C.[NH2:14][NH2:15], predict the reaction product. (2) The product is: [CH3:7][C:6]1[NH:2][C:3](=[O:14])[N:4]([C:8]2[CH:9]=[N:10][CH:11]=[CH:12][CH:13]=2)[N:5]=1. Given the reactants N[N:2]1[C:6]([CH3:7])=[N:5][N:4]([C:8]2[CH:9]=[N:10][CH:11]=[CH:12][CH:13]=2)[C:3]1=[O:14].N([O-])=O.[Na+].[OH-].[Na+], predict the reaction product. (3) Given the reactants [C:1]([C:3]1[CH:8]=[CH:7][C:6]([N:9]2[C:13](=[O:14])[C:12]([CH3:16])([CH3:15])[N:11]([C:17]3[CH:28]=[CH:27][C:20]([O:21][CH2:22][C:23]([O:25]C)=[O:24])=[C:19]([F:29])[CH:18]=3)[C:10]2=[S:30])=[CH:5][C:4]=1[C:31]([F:34])([F:33])[F:32])#[N:2].[OH-].[Na+], predict the reaction product. The product is: [C:1]([C:3]1[CH:8]=[CH:7][C:6]([N:9]2[C:13](=[O:14])[C:12]([CH3:16])([CH3:15])[N:11]([C:17]3[CH:28]=[CH:27][C:20]([O:21][CH2:22][C:23]([OH:25])=[O:24])=[C:19]([F:29])[CH:18]=3)[C:10]2=[S:30])=[CH:5][C:4]=1[C:31]([F:32])([F:33])[F:34])#[N:2]. (4) The product is: [CH3:16][O:17][C:18](=[O:27])[C:19]1[CH:24]=[CH:23][C:22]([OH:25])=[C:21]([NH:26][C:11](=[O:13])[CH2:10][O:9][C:8]2[CH:7]=[CH:6][C:5]([C:1]([CH3:2])([CH3:3])[CH3:4])=[CH:15][CH:14]=2)[CH:20]=1. Given the reactants [C:1]([C:5]1[CH:15]=[CH:14][C:8]([O:9][CH2:10][C:11]([OH:13])=O)=[CH:7][CH:6]=1)([CH3:4])([CH3:3])[CH3:2].[CH3:16][O:17][C:18](=[O:27])[C:19]1[CH:24]=[CH:23][C:22]([OH:25])=[C:21]([NH2:26])[CH:20]=1.C(=O)(O)[O-].[Na+], predict the reaction product. (5) Given the reactants [CH3:1][C:2]([O:5][C:6]([NH:8][CH2:9][C:10](N(OC)C)=[O:11])=[O:7])([CH3:4])[CH3:3].C[Mg+].[Br-].[C:19]1(C)[CH:24]=C[CH:22]=[CH:21][CH:20]=1.[CH2:26]1[CH2:30][O:29][CH2:28][CH2:27]1.Cl, predict the reaction product. The product is: [CH3:28][O:29][C:30]1[CH:26]=[CH:27][C:20]([CH2:21][CH2:22][C:10](=[O:11])[CH2:9][NH:8][C:6](=[O:7])[O:5][C:2]([CH3:1])([CH3:3])[CH3:4])=[CH:19][CH:24]=1.